Dataset: Forward reaction prediction with 1.9M reactions from USPTO patents (1976-2016). Task: Predict the product of the given reaction. (1) Given the reactants C[Si](C)(C)[C:3]1[CH:4]=[C:5]([CH2:9][C:10]([OH:23])([P:17](=[O:22])([O:20][CH3:21])[O:18][CH3:19])[P:11](=[O:16])([O:14][CH3:15])[O:12][CH3:13])[CH:6]=[CH:7][CH:8]=1.[I:26]Cl, predict the reaction product. The product is: [I:26][C:3]1[CH:4]=[C:5]([CH2:9][C:10]([OH:23])([P:17](=[O:22])([O:20][CH3:21])[O:18][CH3:19])[P:11](=[O:16])([O:14][CH3:15])[O:12][CH3:13])[CH:6]=[CH:7][CH:8]=1. (2) Given the reactants [C:1]([O:5][C:6](=[O:37])[NH:7][C:8]1([C:12]2[CH:17]=[CH:16][C:15]([C:18]3[C:27](=[O:28])[C:26]4[C:21](=[C:22](C=C)[CH:23]=[CH:24][CH:25]=4)[O:20][C:19]=3C3C=CC=CC=3)=[CH:14][CH:13]=2)[CH2:11][CH2:10][CH2:9]1)([CH3:4])([CH3:3])[CH3:2].CSC, predict the reaction product. The product is: [C:1]([O:5][C:6](=[O:37])[NH:7][C:8]1([C:12]2[CH:13]=[CH:14][C:15]([C:18]3[C:19](=[O:20])[C:24]4[C:25](=[C:26]([CH:27]=[O:28])[CH:21]=[CH:22][CH:23]=4)[O:28][C:27]=3[C:26]3[CH:25]=[CH:24][CH:23]=[CH:22][CH:21]=3)=[CH:16][CH:17]=2)[CH2:9][CH2:10][CH2:11]1)([CH3:3])([CH3:2])[CH3:4]. (3) Given the reactants Cl.[NH2:2][C:3]1[C:4]2[C:5]3[C:6](=[N:18][N:19]([CH2:21][C:22]4[C:27]([Cl:28])=[C:26]([O:29][CH3:30])[C:25]([CH3:31])=[CH:24][N:23]=4)[N:20]=2)[CH:7]=[C:8]([CH2:13][C:14]([NH:16][CH3:17])=[O:15])[C:9]=3[CH2:10][S:11][N:12]=1, predict the reaction product. The product is: [NH2:2][C:3]1[C:4]2[C:5]3[C:6](=[N:18][N:19]([CH2:21][C:22]4[C:27]([Cl:28])=[C:26]([O:29][CH3:30])[C:25]([CH3:31])=[CH:24][N:23]=4)[N:20]=2)[CH:7]=[C:8]([CH2:13][C:14]([NH:16][CH3:17])=[O:15])[C:9]=3[CH2:10][S:11][N:12]=1. (4) Given the reactants Cl.[CH2:2]([C:4]1[CH:24]=[CH:23][CH:22]=[CH:21][C:5]=1[CH2:6][N:7](C)[C:8]1[C:9]2[N:10]([N:16]=[C:17]([CH3:19])[N:18]=2)[CH:11]=[C:12]([CH2:14]Cl)[CH:13]=1)[CH3:3].[NH:25]1[CH:29]=[CH:28][N:27]=[CH:26]1.[CH2:30]1COCC1, predict the reaction product. The product is: [CH2:2]([C:4]1[CH:24]=[CH:23][CH:22]=[C:21]([CH3:30])[C:5]=1[CH2:6][NH:7][C:8]1[C:9]2[N:10]([N:16]=[C:17]([CH3:19])[N:18]=2)[CH:11]=[C:12]([CH2:14][N:25]2[CH:29]=[CH:28][N:27]=[CH:26]2)[CH:13]=1)[CH3:3]. (5) Given the reactants [NH2:1][CH2:2][CH2:3][CH2:4][NH:5][C:6](=[O:12])[O:7][C:8]([CH3:11])([CH3:10])[CH3:9].Cl[C:14]1[N:19]=[C:18]([NH2:20])[C:17]([N+:21]([O-:23])=[O:22])=[CH:16][CH:15]=1.C(=O)(O)[O-].[K+].O, predict the reaction product. The product is: [NH2:20][C:18]1[N:19]=[C:14]([NH:1][CH2:2][CH2:3][CH2:4][NH:5][C:6](=[O:12])[O:7][C:8]([CH3:9])([CH3:11])[CH3:10])[CH:15]=[CH:16][C:17]=1[N+:21]([O-:23])=[O:22]. (6) Given the reactants [CH2:1]([Mg]Cl)[CH3:2].[CH2:5]1COC[CH2:6]1.C(O[C:13](=[O:21])[CH2:14][CH2:15][CH:16]1[CH2:20][CH2:19][CH2:18][CH2:17]1)C, predict the reaction product. The product is: [CH:16]1([CH2:15][CH2:14][C:13]([CH2:1][CH3:2])([OH:21])[CH2:5][CH3:6])[CH2:17][CH2:18][CH2:19][CH2:20]1. (7) Given the reactants [Cl:1][CH2:2][CH2:3][CH2:4][C:5]1[CH:6]=[C:7]2[C:12](=[CH:13][C:14]=1[F:15])[NH:11][C:10](=[O:16])[CH2:9][C:8]2([CH3:18])[CH3:17].[H-].[Na+].[CH3:21]I, predict the reaction product. The product is: [Cl:1][CH2:2][CH2:3][CH2:4][C:5]1[CH:6]=[C:7]2[C:12](=[CH:13][C:14]=1[F:15])[N:11]([CH3:21])[C:10](=[O:16])[CH2:9][C:8]2([CH3:18])[CH3:17]. (8) Given the reactants [F:1][C:2]1[CH:3]=[C:4]([S:8]([NH:11][C:12]2[C:17]([O:18][CH3:19])=[N:16][CH:15]=[CH:14][N:13]=2)(=[O:10])=[O:9])[CH:5]=[CH:6][CH:7]=1.C([N-]C(C)C)(C)C.[Li+].C(NC(C)C)(C)C.C([Li])CCC.[Cl:40]C(Cl)(Cl)C(Cl)(Cl)Cl, predict the reaction product. The product is: [Cl:40][C:3]1[C:2]([F:1])=[CH:7][CH:6]=[CH:5][C:4]=1[S:8]([NH:11][C:12]1[C:17]([O:18][CH3:19])=[N:16][CH:15]=[CH:14][N:13]=1)(=[O:10])=[O:9]. (9) Given the reactants [CH3:1][N:2]([CH2:4][C:5]1([CH3:11])[CH2:9][O:8][C:7](=[O:10])[NH:6]1)[CH3:3].[CH2:12](I)[CH2:13][CH3:14].C(=O)([O-])[O-].[K+].[K+].[ClH:22], predict the reaction product. The product is: [Cl-:22].[CH3:1][N+:2]([CH3:3])([CH2:4][C:5]1([CH3:11])[CH2:9][O:8][C:7](=[O:10])[NH:6]1)[CH2:12][CH2:13][CH3:14]. (10) Given the reactants [Cl:1][C:2]1[CH:3]=[CH:4][C:5]([OH:25])=[C:6]([C:8]2[CH:13]=[CH:12][CH:11]=[CH:10][C:9]=2[C:14]2[N:19]=[C:18]([C:20]([O:22][CH2:23][CH3:24])=[O:21])[CH:17]=[CH:16][CH:15]=2)[CH:7]=1.N(C(OCCCC)=O)=NC(OCCCC)=O.[CH:42]1([CH2:47]O)[CH2:46][CH2:45][CH2:44][CH2:43]1.C1(P(C2C=CC=CC=2)C2C=CC=CC=2)C=CC=CC=1, predict the reaction product. The product is: [Cl:1][C:2]1[CH:3]=[CH:4][C:5]([O:25][CH2:47][CH:42]2[CH2:46][CH2:45][CH2:44][CH2:43]2)=[C:6]([C:8]2[CH:13]=[CH:12][CH:11]=[CH:10][C:9]=2[C:14]2[N:19]=[C:18]([C:20]([O:22][CH2:23][CH3:24])=[O:21])[CH:17]=[CH:16][CH:15]=2)[CH:7]=1.